From a dataset of Full USPTO retrosynthesis dataset with 1.9M reactions from patents (1976-2016). Predict the reactants needed to synthesize the given product. (1) Given the product [CH3:16][O:15][CH:14]1[O:17][C@H:11]([CH:10]([CH3:20])[O:9][C:1](=[O:8])[C:2]2[CH:3]=[CH:4][CH:5]=[CH:6][CH:7]=2)[C@@:12]([C:21](=[O:22])[C:23]2[CH:28]=[CH:27][CH:26]=[CH:25][CH:24]=2)([OH:19])[C@@:13]1([C:33](=[O:32])[C:34]1[CH:6]=[CH:7][CH:2]=[CH:3][CH:4]=1)[OH:18], predict the reactants needed to synthesize it. The reactants are: [C:1]([O:9][CH:10]([CH3:20])[C@H:11]1[O:17][CH:14]([O:15][CH3:16])[C@H:13]([OH:18])[C@@H:12]1[OH:19])(=[O:8])[C:2]1[CH:7]=[CH:6][CH:5]=[CH:4][CH:3]=1.[C:21](Cl)([C:23]1[CH:28]=[CH:27][CH:26]=[CH:25][CH:24]=1)=[O:22].CC(=O)[O:32][CH2:33][CH3:34]. (2) Given the product [Cl:2][CH2:1][CH:3]([OH:5])[CH2:4][S:6]([O-:9])(=[O:8])=[O:7].[Na+:11], predict the reactants needed to synthesize it. The reactants are: [CH2:1]([CH:3]1[O:5][CH2:4]1)[Cl:2].[S:6](=O)(=[O:9])([OH:8])[O-:7].[Na+:11]. (3) Given the product [N:1]([CH2:4][C:5]1[C:9]2[N:10]([CH3:26])[CH:11]=[C:12]([C:15]([NH:17][CH2:18][C:19]3[CH:20]=[CH:21][C:22]([Cl:25])=[CH:23][CH:24]=3)=[O:16])[C:13](=[O:14])[C:8]=2[S:7][C:6]=1[CH:45]=[O:46])=[N+:2]=[N-:3], predict the reactants needed to synthesize it. The reactants are: [N:1]([CH2:4][C:5]1[C:9]2[N:10]([CH3:26])[CH:11]=[C:12]([C:15]([NH:17][CH2:18][C:19]3[CH:24]=[CH:23][C:22]([Cl:25])=[CH:21][CH:20]=3)=[O:16])[C:13](=[O:14])[C:8]=2[S:7][CH:6]=1)=[N+:2]=[N-:3].[Li+].CC([N-]C(C)C)C.C(NC(C)C)(C)C.Cl.C1C[O:46][CH2:45]C1. (4) Given the product [Br:1][C:2]1[N:3]=[C:4]2[C:11]([C:12]([NH:49][C:46]([CH3:48])([CH3:47])[CH3:45])=[O:14])=[CH:10][N:9]([CH2:15][O:16][CH2:17][CH2:18][Si:19]([CH3:22])([CH3:21])[CH3:20])[C:5]2=[N:6][C:7]=1[Cl:8], predict the reactants needed to synthesize it. The reactants are: [Br:1][C:2]1[N:3]=[C:4]2[C:11]([C:12]([OH:14])=O)=[CH:10][N:9]([CH2:15][O:16][CH2:17][CH2:18][Si:19]([CH3:22])([CH3:21])[CH3:20])[C:5]2=[N:6][C:7]=1[Cl:8].Cl.CN(C)CCCN=C=NCC.C1C=CC2N(O)N=NC=2C=1.[CH3:45][C:46]([NH2:49])([CH3:48])[CH3:47]. (5) The reactants are: [Cl:1][C:2]1[CH:3]=[C:4]([N+:13]([O-])=O)[C:5]2[O:10][CH2:9][C:8](=[O:11])[NH:7][C:6]=2[CH:12]=1. Given the product [NH2:13][C:4]1[C:5]2[O:10][CH2:9][C:8](=[O:11])[NH:7][C:6]=2[CH:12]=[C:2]([Cl:1])[CH:3]=1, predict the reactants needed to synthesize it. (6) Given the product [S:8]([C:5]1[CH:6]=[CH:7][C:2]([B:12]2[O:16][C:15]([CH3:18])([CH3:17])[C:14]([CH3:20])([CH3:19])[O:13]2)=[CH:3][CH:4]=1)(=[O:10])(=[O:9])[NH2:11], predict the reactants needed to synthesize it. The reactants are: Br[C:2]1[CH:7]=[CH:6][C:5]([S:8]([NH2:11])(=[O:10])=[O:9])=[CH:4][CH:3]=1.[B:12]1([B:12]2[O:16][C:15]([CH3:18])([CH3:17])[C:14]([CH3:20])([CH3:19])[O:13]2)[O:16][C:15]([CH3:18])([CH3:17])[C:14]([CH3:20])([CH3:19])[O:13]1.C([O-])(=O)C.[K+]. (7) Given the product [Cl:1][C:2]1[C:7]([C:8]#[N:9])=[CH:6][N:5]=[C:4]2[CH:10]=[C:11]([C:13]3[CH:18]=[CH:17][C:16]([CH2:19][N:22]([CH3:23])[CH3:21])=[CH:15][CH:14]=3)[S:12][C:3]=12, predict the reactants needed to synthesize it. The reactants are: [Cl:1][C:2]1[C:7]([C:8]#[N:9])=[CH:6][N:5]=[C:4]2[CH:10]=[C:11]([C:13]3[CH:18]=[CH:17][C:16]([CH:19]=O)=[CH:15][CH:14]=3)[S:12][C:3]=12.[CH3:21][NH:22][CH3:23].CN(C)C=O.C(O[BH-](OC(=O)C)OC(=O)C)(=O)C.[Na+].